From a dataset of Catalyst prediction with 721,799 reactions and 888 catalyst types from USPTO. Predict which catalyst facilitates the given reaction. Reactant: [O:1]1[C:5]([C:6]([OH:8])=[O:7])=[CH:4][CH:3]=[C:2]1[C:9]([OH:11])=[O:10]. Product: [O:1]1[CH:5]([C:6]([OH:8])=[O:7])[CH2:4][CH2:3][CH:2]1[C:9]([OH:11])=[O:10]. The catalyst class is: 15.